This data is from Full USPTO retrosynthesis dataset with 1.9M reactions from patents (1976-2016). The task is: Predict the reactants needed to synthesize the given product. (1) Given the product [CH3:19][S:20]([C:2]1[CH:3]=[C:4]([CH2:8][C:9]([O:11][CH3:12])=[O:10])[CH:5]=[CH:6][CH:7]=1)(=[O:22])=[O:21], predict the reactants needed to synthesize it. The reactants are: N[C:2]1[CH:3]=[C:4]([CH2:8][C:9]([O:11][CH3:12])=[O:10])[CH:5]=[CH:6][CH:7]=1.N1C=CC=CC=1.[CH3:19][S:20](Cl)(=[O:22])=[O:21].C(=O)(O)[O-].[Na+]. (2) The reactants are: [OH:1][C:2]1([CH2:8][C:9]2[CH:14]=[CH:13][CH:12]=[CH:11][CH:10]=2)[CH2:7][CH2:6][NH:5][CH2:4][CH2:3]1.[Cl:15][C:16]1[CH:21]=[C:20]([Cl:22])[CH:19]=[CH:18][C:17]=1[CH2:23][N:24]=[C:25]=[O:26]. Given the product [Cl:15][C:16]1[CH:21]=[C:20]([Cl:22])[CH:19]=[CH:18][C:17]=1[CH2:23][NH:24][C:25]([N:5]1[CH2:6][CH2:7][C:2]([CH2:8][C:9]2[CH:14]=[CH:13][CH:12]=[CH:11][CH:10]=2)([OH:1])[CH2:3][CH2:4]1)=[O:26], predict the reactants needed to synthesize it. (3) The reactants are: Br[C:2]1[CH:25]=[CH:24][C:5]([CH2:6][C:7]2[C:8](=[O:23])[N:9]([CH:17]3[CH2:22][CH2:21][O:20][CH2:19][CH2:18]3)[C:10]([CH3:16])=[N:11][C:12]=2[CH2:13][CH2:14][CH3:15])=[CH:4][CH:3]=1.[C:26]([C:28]1[CH:33]=[CH:32][CH:31]=[CH:30][C:29]=1B(O)O)#[N:27].C(=O)([O-])[O-].[Na+].[Na+].O1CCOCC1. Given the product [CH3:16][C:10]1[N:9]([CH:17]2[CH2:22][CH2:21][O:20][CH2:19][CH2:18]2)[C:8](=[O:23])[C:7]([CH2:6][C:5]2[CH:24]=[CH:25][C:2]([C:29]3[C:28]([C:26]#[N:27])=[CH:33][CH:32]=[CH:31][CH:30]=3)=[CH:3][CH:4]=2)=[C:12]([CH2:13][CH2:14][CH3:15])[N:11]=1, predict the reactants needed to synthesize it. (4) Given the product [CH3:22][C:21]1[O:20][N:19]=[C:18]([C:23]2[CH:24]=[CH:25][CH:26]=[CH:27][CH:28]=2)[C:17]=1[C:15]1[N:16]=[C:10]2[CH:9]=[C:8]([NH2:7])[CH:13]=[CH:12][N:11]2[CH:14]=1, predict the reactants needed to synthesize it. The reactants are: C(OC(=O)[NH:7][C:8]1[CH:13]=[CH:12][N:11]2[CH:14]=[C:15]([C:17]3[C:18]([C:23]4[CH:28]=[CH:27][CH:26]=[CH:25][CH:24]=4)=[N:19][O:20][C:21]=3[CH3:22])[N:16]=[C:10]2[CH:9]=1)(C)(C)C. (5) Given the product [ClH:1].[Cl:1][CH2:2][CH2:3][N:4]([CH2:17][CH2:18][Cl:19])[C:5]1[CH:6]=[CH:7][C:8]([CH2:9][C@@H:10]([C:12]([OH:14])=[O:13])[NH2:11])=[CH:15][CH:16]=1, predict the reactants needed to synthesize it. The reactants are: [Cl:1][CH2:2][CH2:3][N:4]([CH2:17][CH2:18][Cl:19])[C:5]1[CH:16]=[CH:15][C:8]([CH2:9][C@@H:10]([C:12]([OH:14])=[O:13])[NH2:11])=[CH:7][CH:6]=1.Cl. (6) Given the product [Br:1][C:2]1[CH:21]=[C:20]([CH:19]=[C:4]([CH:5]=[C:6]2[CH2:11][CH2:10][NH:9][CH2:8][CH2:7]2)[CH:3]=1)[O:22][C:23]1[CH:28]=[CH:27][C:26]([C:29]([F:32])([F:31])[F:30])=[CH:25][N:24]=1, predict the reactants needed to synthesize it. The reactants are: [Br:1][C:2]1[CH:3]=[C:4]([CH:19]=[C:20]([O:22][C:23]2[CH:28]=[CH:27][C:26]([C:29]([F:32])([F:31])[F:30])=[CH:25][N:24]=2)[CH:21]=1)[CH:5]=[C:6]1[CH2:11][CH2:10][N:9](C(OC(C)(C)C)=O)[CH2:8][CH2:7]1.FC(F)(F)C(O)=O. (7) Given the product [ClH:3].[Cl:28][C:6]1[C:15]2[C:10](=[CH:11][CH:12]=[C:13]([C:16]3[O:20][C:19]([CH:21]=[O:22])=[CH:18][CH:17]=3)[CH:14]=2)[N:9]=[CH:8][N:7]=1, predict the reactants needed to synthesize it. The reactants are: O=S(Cl)[Cl:3].O=[C:6]1[C:15]2[C:10](=[CH:11][CH:12]=[C:13]([C:16]3[O:20][C:19]([CH:21]=[O:22])=[CH:18][CH:17]=3)[CH:14]=2)[N:9]=[CH:8][NH:7]1.CN(C=O)C.[ClH:28].